This data is from Forward reaction prediction with 1.9M reactions from USPTO patents (1976-2016). The task is: Predict the product of the given reaction. (1) Given the reactants C([O-])(C)(C)C.[K+].O[NH:8]C(=O)C.[CH:12]1([C:15]2[C:16]([O:24][CH2:25][CH:26]3[CH2:31][CH2:30][C:29]([F:33])([F:32])[CH2:28][CH2:27]3)=[CH:17][C:18](F)=[C:19]([CH:22]=2)[C:20]#[N:21])[CH2:14][CH2:13]1.[OH2:34], predict the reaction product. The product is: [CH:12]1([C:15]2[C:16]([O:24][CH2:25][CH:26]3[CH2:31][CH2:30][C:29]([F:33])([F:32])[CH2:28][CH2:27]3)=[CH:17][C:18]3[O:34][N:21]=[C:20]([NH2:8])[C:19]=3[CH:22]=2)[CH2:14][CH2:13]1. (2) The product is: [C:1]([C:5]1[CH:6]=[C:7]([C:10]([O:13][CH3:14])=[CH:11][N:12]=1)[C:8]#[N:9])([CH3:4])([CH3:2])[CH3:3]. Given the reactants [C:1]([C:5]1[CH:6]=[C:7]([C:10]([OH:13])=[CH:11][N:12]=1)[C:8]#[N:9])([CH3:4])([CH3:3])[CH3:2].[CH:14](N(CC)C(C)C)(C)C.C[Si](C=[N+]=[N-])(C)C, predict the reaction product. (3) Given the reactants [CH3:1][C:2]1[N:6]([CH2:7][CH2:8][CH2:9][N:10]2C(=O)C3C(=CC=CC=3)C2=O)[CH:5]=[N:4][CH:3]=1.O.NN, predict the reaction product. The product is: [CH3:1][C:2]1[N:6]([CH2:7][CH2:8][CH2:9][NH2:10])[CH:5]=[N:4][CH:3]=1. (4) Given the reactants [NH2:1][C:2]1[S:3][C:4]2[C:9]([N:10]=1)=[CH:8][CH:7]=[C:6]([O:11][C:12]1[CH:13]=[C:14]([NH:19][C:20](=[O:32])[C:21]3[CH:26]=[CH:25][CH:24]=[C:23]([C:27]([C:30]#[N:31])([CH3:29])[CH3:28])[CH:22]=3)[CH:15]=[CH:16][C:17]=1[CH3:18])[N:5]=2.[CH3:33][N:34]([CH3:39])[CH2:35][C:36](O)=[O:37].F[P-](F)(F)(F)(F)F.N1(OC(N(C)C)=[N+](C)C)C2N=CC=CC=2N=N1.C(=O)([O-])O.[Na+], predict the reaction product. The product is: [C:30]([C:27]([C:23]1[CH:22]=[C:21]([CH:26]=[CH:25][CH:24]=1)[C:20]([NH:19][C:14]1[CH:15]=[CH:16][C:17]([CH3:18])=[C:12]([O:11][C:6]2[N:5]=[C:4]3[S:3][C:2]([NH:1][C:36](=[O:37])[CH2:35][N:34]([CH3:39])[CH3:33])=[N:10][C:9]3=[CH:8][CH:7]=2)[CH:13]=1)=[O:32])([CH3:29])[CH3:28])#[N:31]. (5) Given the reactants C(=O)([O-])[O-].[Na+].[Na+].[Cl:7][C:8]1[C:13]([NH:14][S:15]([C:18]2[CH:23]=[CH:22][C:21]([O:24][CH3:25])=[CH:20][CH:19]=2)(=[O:17])=[O:16])=[CH:12][C:11](B2OC(C)(C)C(C)(C)O2)=[CH:10][N:9]=1.Br[C:36]1[CH:37]=[C:38]2[C:43](=[CH:44][CH:45]=1)[N:42]=[C:41]([NH2:46])[CH:40]=[CH:39]2.CCO, predict the reaction product. The product is: [NH2:46][C:41]1[CH:40]=[CH:39][C:38]2[C:43](=[CH:44][CH:45]=[C:36]([C:11]3[CH:12]=[C:13]([NH:14][S:15]([C:18]4[CH:19]=[CH:20][C:21]([O:24][CH3:25])=[CH:22][CH:23]=4)(=[O:16])=[O:17])[C:8]([Cl:7])=[N:9][CH:10]=3)[CH:37]=2)[N:42]=1. (6) The product is: [CH2:19]([O:11][C:7]1[C:6]([Br:12])=[CH:5][C:4]([C:2](=[O:3])[CH3:1])=[CH:9][C:8]=1[Br:10])[C:20]1[CH:25]=[CH:24][CH:23]=[CH:22][CH:21]=1. Given the reactants [CH3:1][C:2]([C:4]1[CH:9]=[C:8]([Br:10])[C:7]([OH:11])=[C:6]([Br:12])[CH:5]=1)=[O:3].C([O-])([O-])=O.[K+].[K+].[CH2:19](Br)[C:20]1[CH:25]=[CH:24][CH:23]=[CH:22][CH:21]=1, predict the reaction product. (7) Given the reactants [CH:1]1([PH:7][CH:8]2[CH2:13][CH2:12][CH2:11][CH2:10][CH2:9]2)[CH2:6][CH2:5][CH2:4][CH2:3][CH2:2]1.[CH2:14]([NH2:17])[CH:15]=[CH2:16], predict the reaction product. The product is: [CH:8]1([P:7]([CH:1]2[CH2:2][CH2:3][CH2:4][CH2:5][CH2:6]2)[CH2:16][CH2:15][CH2:14][NH2:17])[CH2:9][CH2:10][CH2:11][CH2:12][CH2:13]1.